This data is from CYP2C9 inhibition data for predicting drug metabolism from PubChem BioAssay. The task is: Regression/Classification. Given a drug SMILES string, predict its absorption, distribution, metabolism, or excretion properties. Task type varies by dataset: regression for continuous measurements (e.g., permeability, clearance, half-life) or binary classification for categorical outcomes (e.g., BBB penetration, CYP inhibition). Dataset: cyp2c9_veith. The drug is Cc1ccc(-n2ccc(=O)c(-c3ccnc(SCc4cccc(Cl)c4)n3)n2)cc1. The result is 1 (inhibitor).